This data is from Forward reaction prediction with 1.9M reactions from USPTO patents (1976-2016). The task is: Predict the product of the given reaction. (1) Given the reactants Cl/C=[C:3]1\[CH2:4][S:5][C:6]2[C:11]([C:12]\1=O)=[CH:10][C:9](C)=[CH:8][CH:7]=2.[Cl-:15].[Ce+3].[Cl-].[Cl-].[BH4-].[Na+].[OH2:21].[CH2:22](O)C, predict the reaction product. The product is: [Cl:15]/[CH:22]=[C:4]1\[S:5][CH2:6][C:11]2[C:12]([CH:3]\1[OH:21])=[CH:7][CH:8]=[CH:9][CH:10]=2. (2) Given the reactants [CH2:1]([OH:10])[CH2:2][O:3][CH2:4][CH2:5][O:6][CH2:7][CH2:8][OH:9].CCN(CC)CC.[C:18](Cl)([C:31]1[CH:36]=[CH:35][CH:34]=[CH:33][CH:32]=1)([C:25]1[CH:30]=[CH:29][CH:28]=[CH:27][CH:26]=1)[C:19]1[CH:24]=[CH:23][CH:22]=[CH:21][CH:20]=1, predict the reaction product. The product is: [C:18]([O:10][CH2:1][CH2:2][O:3][CH2:4][CH2:5][O:6][CH2:7][CH2:8][OH:9])([C:19]1[CH:24]=[CH:23][CH:22]=[CH:21][CH:20]=1)([C:31]1[CH:32]=[CH:33][CH:34]=[CH:35][CH:36]=1)[C:25]1[CH:26]=[CH:27][CH:28]=[CH:29][CH:30]=1. (3) Given the reactants [N:1]1[N:5]2[CH2:6][CH2:7][CH2:8][N:9]([C:11]([O:13][CH2:14][C:15]3[CH:20]=[C:19]([C:21]([F:24])([F:23])[F:22])[CH:18]=[C:17]([C:25]([F:28])([F:27])[F:26])[CH:16]=3)=[O:12])[CH2:10][C:4]2=[CH:3][C:2]=1[C:29](OCC)=[O:30].[Li+].[BH4-], predict the reaction product. The product is: [OH:30][CH2:29][C:2]1[CH:3]=[C:4]2[CH2:10][N:9]([C:11]([O:13][CH2:14][C:15]3[CH:16]=[C:17]([C:25]([F:26])([F:27])[F:28])[CH:18]=[C:19]([C:21]([F:24])([F:23])[F:22])[CH:20]=3)=[O:12])[CH2:8][CH2:7][CH2:6][N:5]2[N:1]=1. (4) Given the reactants Cl[C:2]1[C:11]2[C:6](=[CH:7][CH:8]=[CH:9][CH:10]=2)[CH:5]=[C:4]([NH:12][C:13]2[CH:17]=[C:16]([CH3:18])[NH:15][N:14]=2)[N:3]=1.[F:19][C:20]([F:31])([F:30])[C:21]1[CH:26]=[CH:25][C:24](B(O)O)=[CH:23][CH:22]=1, predict the reaction product. The product is: [CH3:18][C:16]1[NH:15][N:14]=[C:13]([NH:12][C:4]2[N:3]=[C:2]([C:24]3[CH:25]=[CH:26][C:21]([C:20]([F:31])([F:30])[F:19])=[CH:22][CH:23]=3)[C:11]3[C:6]([CH:5]=2)=[CH:7][CH:8]=[CH:9][CH:10]=3)[CH:17]=1. (5) Given the reactants [C:1]([O:5][C:6]1[CH:7]=[C:8]([CH:23]=[CH:24][CH:25]=1)[CH2:9][CH:10]1[CH:14]([C:15]2[CH:20]=[CH:19][C:18]([F:21])=[CH:17][CH:16]=2)[O:13]C(=O)[NH:11]1)([CH3:4])([CH3:3])[CH3:2].[OH-].[Na+], predict the reaction product. The product is: [NH2:11][CH:10]([CH2:9][C:8]1[CH:23]=[CH:24][CH:25]=[C:6]([O:5][C:1]([CH3:4])([CH3:3])[CH3:2])[CH:7]=1)[CH:14]([C:15]1[CH:16]=[CH:17][C:18]([F:21])=[CH:19][CH:20]=1)[OH:13]. (6) Given the reactants C(OC([NH:8][CH2:9][CH2:10][CH2:11][C@H:12]([NH:16][C:17]([C:19]1[C:20](=[O:34])[N:21]([CH2:25][C:26]2[CH:31]=[C:30]([Br:32])[CH:29]=[C:28]([Br:33])[CH:27]=2)[CH:22]=[CH:23][CH:24]=1)=[O:18])[C:13]([OH:15])=[O:14])=O)(C)(C)C.[C:35]([OH:41])([C:37]([F:40])([F:39])[F:38])=[O:36], predict the reaction product. The product is: [NH2:8][CH2:9][CH2:10][CH2:11][C@H:12]([NH:16][C:17]([C:19]1[C:20](=[O:34])[N:21]([CH2:25][C:26]2[CH:31]=[C:30]([Br:32])[CH:29]=[C:28]([Br:33])[CH:27]=2)[CH:22]=[CH:23][CH:24]=1)=[O:18])[C:13]([OH:15])=[O:14].[C:35]([OH:41])([C:37]([F:40])([F:39])[F:38])=[O:36].